This data is from CYP2C19 inhibition data for predicting drug metabolism from PubChem BioAssay. The task is: Regression/Classification. Given a drug SMILES string, predict its absorption, distribution, metabolism, or excretion properties. Task type varies by dataset: regression for continuous measurements (e.g., permeability, clearance, half-life) or binary classification for categorical outcomes (e.g., BBB penetration, CYP inhibition). Dataset: cyp2c19_veith. (1) The drug is Cc1ccccc1OCC(=O)NNC(=O)Nc1ccc(Cl)cc1. The result is 1 (inhibitor). (2) The drug is Cc1cc(O)c(C(C)C)cc1CN1CCCCC1. The result is 0 (non-inhibitor).